This data is from Catalyst prediction with 721,799 reactions and 888 catalyst types from USPTO. The task is: Predict which catalyst facilitates the given reaction. Reactant: Br[CH2:2][CH2:3][CH2:4][Si:5]([CH3:35])([CH3:34])[CH2:6][CH2:7][C:8]1[C:20]2[CH2:19][N:18]3[C:13](=[CH:14][C:15]4[C@:25]([CH2:27][CH3:28])([OH:26])[C:24](=[O:29])[O:23][CH2:22][C:16]=4[C:17]3=[O:21])[C:12]=2[N:11]=[C:10]2[CH:30]=[CH:31][CH:32]=[CH:33][C:9]=12.[NH:36]1[CH:40]=[CH:39][N:38]=[CH:37]1. Product: [CH2:27]([C@:25]1([OH:26])[C:15]2[CH:14]=[C:13]3[N:18]([C:17](=[O:21])[C:16]=2[CH2:22][O:23][C:24]1=[O:29])[CH2:19][C:20]1[C:8]([CH2:7][CH2:6][Si:5]([CH2:4][CH2:3][CH2:2][N:36]2[CH:40]=[CH:39][N:38]=[CH:37]2)([CH3:34])[CH3:35])=[C:9]2[CH:33]=[CH:32][CH:31]=[CH:30][C:10]2=[N:11][C:12]3=1)[CH3:28]. The catalyst class is: 9.